Dataset: Full USPTO retrosynthesis dataset with 1.9M reactions from patents (1976-2016). Task: Predict the reactants needed to synthesize the given product. (1) Given the product [Cl:3][C:4]1[CH:5]=[C:6]([C:14]2[O:18][N:17]=[C:16]([C:19]3[C:20]([CH3:32])=[C:21]([O:25][CH2:26][C:27]([OH:29])=[O:28])[CH:22]=[CH:23][CH:24]=3)[N:15]=2)[CH:7]=[N:8][C:9]=1[O:10][CH:11]([CH3:12])[CH3:13], predict the reactants needed to synthesize it. The reactants are: [OH-].[Na+].[Cl:3][C:4]1[CH:5]=[C:6]([C:14]2[O:18][N:17]=[C:16]([C:19]3[C:20]([CH3:32])=[C:21]([O:25][CH2:26][C:27]([O:29]CC)=[O:28])[CH:22]=[CH:23][CH:24]=3)[N:15]=2)[CH:7]=[N:8][C:9]=1[O:10][CH:11]([CH3:13])[CH3:12].Cl. (2) Given the product [C:27]([O:14][C:13]([C:9]1[N:8]([CH2:1][C:2]2[CH:3]=[CH:4][CH:5]=[CH:6][CH:7]=2)[CH:12]=[CH:11][N:10]=1)([C:21]1[CH:26]=[CH:25][CH:24]=[CH:23][CH:22]=1)[C:15]1[CH:16]=[CH:17][CH:18]=[CH:19][CH:20]=1)(=[O:29])[CH3:28], predict the reactants needed to synthesize it. The reactants are: [CH2:1]([N:8]1[CH:12]=[CH:11][N:10]=[C:9]1[C:13]([C:21]1[CH:26]=[CH:25][CH:24]=[CH:23][CH:22]=1)([C:15]1[CH:20]=[CH:19][CH:18]=[CH:17][CH:16]=1)[OH:14])[C:2]1[CH:7]=[CH:6][CH:5]=[CH:4][CH:3]=1.[C:27](OC(=O)C)(=[O:29])[CH3:28]. (3) Given the product [F:31][C:19]([F:18])([F:30])[C:20]1[CH:21]=[C:22]([S:26]([N:6]2[CH2:5][CH2:4][N:3]3[CH2:7][C@@H:8]([OH:10])[CH2:9][C@@H:2]3[CH2:1]2)(=[O:27])=[O:28])[CH:23]=[CH:24][CH:25]=1, predict the reactants needed to synthesize it. The reactants are: [CH2:1]1[NH:6][CH2:5][CH2:4][N:3]2[CH2:7][C@@H:8]([OH:10])[CH2:9][C@H:2]12.C(N(CC)CC)C.[F:18][C:19]([F:31])([F:30])[C:20]1[CH:21]=[C:22]([S:26](Cl)(=[O:28])=[O:27])[CH:23]=[CH:24][CH:25]=1. (4) Given the product [Cl:22][C:23]1[C:24]([C:25](=[O:26])[CH3:1])=[CH:28][CH:29]=[CH:30][N:31]=1, predict the reactants needed to synthesize it. The reactants are: [CH2:1](N(CC)CC)C.C(OCC)(=O)CC(OCC)=O.[Cl-].[Mg+2].[Cl-].[Cl:22][C:23]1[N:31]=[CH:30][CH:29]=[CH:28][C:24]=1[C:25](Cl)=[O:26]. (5) Given the product [F:33][C:2]([F:1])([F:32])[C:3]1[CH:8]=[C:7]([C:9]2[CH:14]=[CH:13][C:12]([C:15]([F:18])([F:17])[F:16])=[CH:11][CH:10]=2)[N:6]=[C:5]([C:19]2[CH:20]=[C:21]([C:25]3[CH:30]=[CH:29][CH:28]=[C:27]([NH:31][S:49]([NH2:48])(=[O:51])=[O:50])[CH:26]=3)[CH:22]=[CH:23][CH:24]=2)[N:4]=1, predict the reactants needed to synthesize it. The reactants are: [F:1][C:2]([F:33])([F:32])[C:3]1[CH:8]=[C:7]([C:9]2[CH:14]=[CH:13][C:12]([C:15]([F:18])([F:17])[F:16])=[CH:11][CH:10]=2)[N:6]=[C:5]([C:19]2[CH:20]=[C:21]([C:25]3[CH:30]=[CH:29][CH:28]=[C:27]([NH2:31])[CH:26]=3)[CH:22]=[CH:23][CH:24]=2)[N:4]=1.C(N(CC)CC)C.C([NH:48][S:49](Cl)(=[O:51])=[O:50])(OC(C)(C)C)=O. (6) Given the product [Br:6][C:7]1[CH:8]=[C:9]([CH:10]2[CH2:4][CH2:11]2)[CH:12]=[CH:13][CH:14]=1, predict the reactants needed to synthesize it. The reactants are: II.I[CH2:4]I.[Br:6][C:7]1[CH:8]=[C:9]([CH:12]=[CH:13][CH:14]=1)[CH:10]=[CH2:11]. (7) Given the product [Br:1][C:2]1[CH:16]=[C:15](/[CH:17]=[CH:18]/[CH:19]([C:24]2[CH:25]=[C:26]([Cl:32])[C:27]([Cl:31])=[C:28]([Cl:30])[CH:29]=2)[C:20]([F:23])([F:21])[F:22])[CH:14]=[CH:13][C:3]=1[C:4]([NH:6][CH:7]1[CH2:12][CH2:11][N:10]([CH3:35])[CH2:9][CH2:8]1)=[O:5], predict the reactants needed to synthesize it. The reactants are: [Br:1][C:2]1[CH:16]=[C:15](/[CH:17]=[CH:18]/[CH:19]([C:24]2[CH:29]=[C:28]([Cl:30])[C:27]([Cl:31])=[C:26]([Cl:32])[CH:25]=2)[C:20]([F:23])([F:22])[F:21])[CH:14]=[CH:13][C:3]=1[C:4]([NH:6][CH:7]1[CH2:12][CH2:11][NH:10][CH2:9][CH2:8]1)=[O:5].C=O.[C:35](O)(=O)C.[BH3-]C#N.[Na+]. (8) Given the product [CH2:1]([N:3]1[C:8]2[N:9]=[C:10]([NH:21][C:20]3[CH:22]=[CH:23][CH:24]=[C:18]([F:17])[CH:19]=3)[N:11]=[CH:12][C:7]=2[CH:6]=[CH:5][C:4]1=[O:16])[CH3:2], predict the reactants needed to synthesize it. The reactants are: [CH2:1]([N:3]1[C:8]2[N:9]=[C:10](S(C)=O)[N:11]=[CH:12][C:7]=2[CH:6]=[CH:5][C:4]1=[O:16])[CH3:2].[F:17][C:18]1[CH:19]=[C:20]([CH:22]=[CH:23][CH:24]=1)[NH2:21]. (9) Given the product [CH2:1]([N:8]1[CH2:9][CH:10]=[C:11]([C:14]2[CH:15]=[CH:16][C:17]([F:20])=[CH:18][CH:19]=2)[CH:12]([CH2:22][OH:23])[CH2:13]1)[C:2]1[CH:3]=[CH:4][CH:5]=[CH:6][CH:7]=1, predict the reactants needed to synthesize it. The reactants are: [CH2:1]([N:8]1[CH2:13][CH:12]=[C:11]([C:14]2[CH:19]=[CH:18][C:17]([F:20])=[CH:16][CH:15]=2)[CH2:10][CH2:9]1)[C:2]1[CH:7]=[CH:6][CH:5]=[CH:4][CH:3]=1.Cl.[CH2:22]=[O:23].[OH-].[Na+]. (10) Given the product [CH3:36][O:37][C:38]1[CH:43]=[C:42]([O:44][CH3:45])[CH:41]=[CH:40][C:39]=1[C:46]([N:48]=[C:49]=[S:50])=[O:47].[CH3:36][O:37][C:38]1[CH:43]=[C:42]([O:44][CH3:45])[CH:41]=[CH:40][C:39]=1[C:46]([NH:48][C:49]([NH:33][C:32]1[CH:34]=[CH:35][C:29]([O:28][C:19]2[C:18]3[C:23](=[CH:24][C:25]([O:26][CH3:27])=[C:16]([O:15][CH3:14])[CH:17]=3)[N:22]=[CH:21][CH:20]=2)=[CH:30][CH:31]=1)=[S:50])=[O:47], predict the reactants needed to synthesize it. The reactants are: COC1C=C(OC)C=CC=1C(Cl)=O.[CH3:14][O:15][C:16]1[CH:17]=[C:18]2[C:23](=[CH:24][C:25]=1[O:26][CH3:27])[N:22]=[CH:21][CH:20]=[C:19]2[O:28][C:29]1[CH:35]=[CH:34][C:32]([NH2:33])=[CH:31][CH:30]=1.[CH3:36][O:37][C:38]1[CH:43]=[C:42]([O:44][CH3:45])[CH:41]=[CH:40][C:39]=1[C:46]([N:48]=[C:49]=[S:50])=[O:47].